From a dataset of Reaction yield outcomes from USPTO patents with 853,638 reactions. Predict the reaction yield, written as a fraction of the theoretical maximum amount of product (1.0 means a 100% yield; for example, 0.34 means a 34% yield). (1) The reactants are [CH3:1][C:2]1[NH:6][C:5]2[C:7]([C:17]([O:19]C)=[O:18])=[CH:8][C:9]([N:11]3[CH2:16][CH2:15][O:14][CH2:13][CH2:12]3)=[CH:10][C:4]=2[N:3]=1.[CH3:21][C:22]1[CH:29]=[CH:28][C:27]([C:30]([F:33])([F:32])[F:31])=[CH:26][C:23]=1[CH2:24]Br.C(=O)([O-])[O-].[K+].[K+].[OH-].[Li+]. The catalyst is CN(C)C=O.O1CCCC1.O. The product is [CH3:1][C:2]1[N:3]([CH2:24][C:23]2[CH:26]=[C:27]([C:30]([F:31])([F:32])[F:33])[CH:28]=[CH:29][C:22]=2[CH3:21])[C:4]2[CH:10]=[C:9]([N:11]3[CH2:16][CH2:15][O:14][CH2:13][CH2:12]3)[CH:8]=[C:7]([C:17]([OH:19])=[O:18])[C:5]=2[N:6]=1. The yield is 0.254. (2) The reactants are [NH2:1][C:2]1[CH:9]=[C:8]([F:10])[CH:7]=[CH:6][C:3]=1[CH2:4][OH:5].C(N(CC)C(C)C)(C)C.[C:20](Cl)(=[O:29])[CH2:21][CH2:22][C:23]1[CH:28]=[CH:27][CH:26]=[CH:25][CH:24]=1. The catalyst is C(Cl)Cl. The product is [F:10][C:8]1[CH:7]=[CH:6][C:3]([CH2:4][OH:5])=[C:2]([NH:1][C:20](=[O:29])[CH2:21][CH2:22][C:23]2[CH:28]=[CH:27][CH:26]=[CH:25][CH:24]=2)[CH:9]=1. The yield is 0.878. (3) The reactants are [Cl:1][C:2]1[CH:3]=[C:4]2[C:9](=[CH:10][CH:11]=1)[CH:8]=[C:7]([S:12]([CH2:15][CH2:16][C:17](Cl)=[O:18])(=[O:14])=[O:13])[CH:6]=[CH:5]2.[CH3:20][C:21]1[N:25]2[C:26](=[O:35])[N:27]([CH:29]3[CH2:34][CH2:33][NH:32][CH2:31][CH2:30]3)[CH2:28][C:24]2=[CH:23][N:22]=1.C(N(CC)CC)C. The product is [Cl:1][C:2]1[CH:3]=[C:4]2[C:9](=[CH:10][CH:11]=1)[CH:8]=[C:7]([S:12]([CH2:15][CH2:16][C:17]([N:32]1[CH2:31][CH2:30][CH:29]([N:27]3[CH2:28][C:24]4=[CH:23][N:22]=[C:21]([CH3:20])[N:25]4[C:26]3=[O:35])[CH2:34][CH2:33]1)=[O:18])(=[O:14])=[O:13])[CH:6]=[CH:5]2. The catalyst is C1COCC1. The yield is 0.510. (4) The reactants are [Si:1]([O:18][CH2:19][C:20]([CH3:37])([CH3:36])[C:21]([NH:23][CH2:24][C:25]([C:27]1[CH:32]=[CH:31][CH:30]=[C:29]([N+:33]([O-:35])=[O:34])[CH:28]=1)=O)=O)([C:14]([CH3:17])([CH3:16])[CH3:15])([C:8]1[CH:13]=[CH:12][CH:11]=[CH:10][CH:9]=1)[C:2]1[CH:7]=[CH:6][CH:5]=[CH:4][CH:3]=1.COC1C=CC(P2(SP(C3C=CC(OC)=CC=3)(=S)S2)=[S:47])=CC=1. The catalyst is C1(C)C=CC=CC=1. The product is [Si:1]([O:18][CH2:19][C:20]([C:21]1[S:47][C:25]([C:27]2[CH:32]=[CH:31][CH:30]=[C:29]([N+:33]([O-:35])=[O:34])[CH:28]=2)=[CH:24][N:23]=1)([CH3:37])[CH3:36])([C:14]([CH3:17])([CH3:16])[CH3:15])([C:8]1[CH:13]=[CH:12][CH:11]=[CH:10][CH:9]=1)[C:2]1[CH:7]=[CH:6][CH:5]=[CH:4][CH:3]=1. The yield is 0.680. (5) The reactants are [CH3:1][O:2][C:3]1[CH:4]=[C:5]([N:12]2[CH2:17][CH2:16][C:15](=O)[CH2:14][CH2:13]2)[CH:6]=[CH:7][C:8]=1[N+:9]([O-:11])=[O:10].[CH3:19][N:20]1[CH2:25][CH2:24][NH:23][CH2:22][CH2:21]1.C(O[BH-](OC(=O)C)OC(=O)C)(=O)C.[Na+].[OH-].[Na+]. The catalyst is ClC(Cl)C.O. The product is [CH3:1][O:2][C:3]1[CH:4]=[C:5]([N:12]2[CH2:17][CH2:16][CH:15]([N:23]3[CH2:24][CH2:25][N:20]([CH3:19])[CH2:21][CH2:22]3)[CH2:14][CH2:13]2)[CH:6]=[CH:7][C:8]=1[N+:9]([O-:11])=[O:10]. The yield is 0.910. (6) The reactants are [F:1][C:2]1[CH:18]=[CH:17][C:5]([C:6]([N:8]2[CH2:13][CH2:12][CH2:11][C@H:10]([C:14]([NH2:16])=[O:15])[CH2:9]2)=[O:7])=[CH:4][CH:3]=1.[F:19][C:20]1[CH:29]=[CH:28][C:23]([C:24](=O)[CH2:25]Br)=[CH:22][CH:21]=1.C(OCC)(=O)C. The catalyst is CN1CCCC1=O. The product is [F:1][C:2]1[CH:3]=[CH:4][C:5]([C:6]([N:8]2[CH2:13][CH2:12][CH2:11][C@H:10]([C:14]3[O:15][CH:25]=[C:24]([C:23]4[CH:28]=[CH:29][C:20]([F:19])=[CH:21][CH:22]=4)[N:16]=3)[CH2:9]2)=[O:7])=[CH:17][CH:18]=1. The yield is 0.330. (7) The reactants are Cl.[NH2:2][OH:3].[OH-].[Na+].[CH3:6][O:7][C:8]1[CH:9]=[C:10]([CH:13]=[CH:14][CH:15]=1)[CH:11]=O. The catalyst is O. The product is [CH3:6][O:7][C:8]1[CH:9]=[C:10]([CH:13]=[CH:14][CH:15]=1)[CH:11]=[N:2][OH:3]. The yield is 1.00. (8) The reactants are [CH3:1][S:2]([NH:5][C:6]1[CH:11]=[CH:10][C:9](B(O)O)=[CH:8][CH:7]=1)(=[O:4])=[O:3].I[C:16]1[C:24]2[C:19](=[N:20][CH:21]=[N:22][C:23]=2[NH2:25])[N:18]([CH:26]([CH3:28])[CH3:27])[N:17]=1.C([O-])([O-])=O.[Na+].[Na+]. The catalyst is CCO.COCCOC.C1C=CC([P]([Pd]([P](C2C=CC=CC=2)(C2C=CC=CC=2)C2C=CC=CC=2)([P](C2C=CC=CC=2)(C2C=CC=CC=2)C2C=CC=CC=2)[P](C2C=CC=CC=2)(C2C=CC=CC=2)C2C=CC=CC=2)(C2C=CC=CC=2)C2C=CC=CC=2)=CC=1. The product is [NH2:25][C:23]1[N:22]=[CH:21][N:20]=[C:19]2[N:18]([CH:26]([CH3:28])[CH3:27])[N:17]=[C:16]([C:9]3[CH:10]=[CH:11][C:6]([NH:5][S:2]([CH3:1])(=[O:4])=[O:3])=[CH:7][CH:8]=3)[C:24]=12. The yield is 0.0300. (9) The reactants are Br[C:2]1[C:3]([C:16]2[CH:21]=[CH:20][CH:19]=[CH:18][CH:17]=2)=[N:4][C:5]2[C:10]([N:11]=1)=[CH:9][C:8]([C:12]([O:14]C)=[O:13])=[CH:7][CH:6]=2.[O:22]1[CH:26]=[CH:25][C:24](B(O)O)=[CH:23]1. No catalyst specified. The product is [O:22]1[CH:26]=[CH:25][C:24]([C:2]2[C:3]([C:16]3[CH:17]=[CH:18][CH:19]=[CH:20][CH:21]=3)=[N:4][C:5]3[C:10]([N:11]=2)=[CH:9][C:8]([C:12]([OH:14])=[O:13])=[CH:7][CH:6]=3)=[CH:23]1. The yield is 0.240.